Task: Predict the reaction yield, written as a fraction of the theoretical maximum amount of product (1.0 means a 100% yield; for example, 0.34 means a 34% yield).. Dataset: Reaction yield outcomes from USPTO patents with 853,638 reactions (1) The reactants are [CH2:1]([O:3][C:4]([C:6]1[N:7]([CH2:19][Si](C)(C)C)[N:8]=[N:9][C:10]=1[C:11]1[CH:16]=[CH:15][C:14]([Br:17])=[CH:13][C:12]=1[F:18])=[O:5])[CH3:2].O.CCCC[N+](CCCC)(CCCC)CCCC.[F-]. The catalyst is O1CCCC1. The product is [CH2:1]([O:3][C:4]([C:6]1[N:7]([CH3:19])[N:8]=[N:9][C:10]=1[C:11]1[CH:16]=[CH:15][C:14]([Br:17])=[CH:13][C:12]=1[F:18])=[O:5])[CH3:2]. The yield is 0.580. (2) The reactants are Cl[C:2]1[CH:7]=[CH:6][C:5]([N+:8]([O-:10])=[O:9])=[CH:4][N:3]=1.[OH:11][CH:12]1[CH2:17][CH2:16][NH:15][CH2:14][CH2:13]1. The catalyst is C(O)CC. The product is [N+:8]([C:5]1[CH:6]=[CH:7][C:2]([N:15]2[CH2:16][CH2:17][CH:12]([OH:11])[CH2:13][CH2:14]2)=[N:3][CH:4]=1)([O-:10])=[O:9]. The yield is 0.970. (3) The reactants are [Li+].C[Si]([N-][Si](C)(C)C)(C)C.C1(C)C=CC=CC=1.Cl[C:19]1[C:24]([Cl:25])=[N:23][CH:22]=[CH:21][N:20]=1.[C:26]([O:29][CH2:30][CH3:31])(=[O:28])[CH3:27]. The catalyst is [Cl-].[NH4+]. The product is [Cl:25][C:24]1[C:19]([CH2:27][C:26]([O:29][CH2:30][CH3:31])=[O:28])=[N:20][CH:21]=[CH:22][N:23]=1. The yield is 0.310.